From a dataset of Reaction yield outcomes from USPTO patents with 853,638 reactions. Predict the reaction yield, written as a fraction of the theoretical maximum amount of product (1.0 means a 100% yield; for example, 0.34 means a 34% yield). (1) The reactants are [P:1]([Cl:4])(Cl)[Cl:2].[Al+3].[Cl-].[Cl-].[Cl-].[F:9][C:10]1[CH:15]=[CH:14][CH:13]=[CH:12][CH:11]=1.N1C=CC=CC=1. No catalyst specified. The product is [F:9][C:10]1[CH:15]=[CH:14][C:13]([P:1]([Cl:4])[Cl:2])=[CH:12][CH:11]=1. The yield is 0.470. (2) The reactants are [OH:1][C@:2]([CH3:38])([CH2:36][I:37])[C:3](=[O:35])[C@@H:4]([NH:12][C:13](=[O:34])[C@@H:14]([NH:18][C:19](=[O:33])[C@@H:20]([NH:24][C:25]([C:27]1[S:31][C:30]([CH3:32])=[N:29][CH:28]=1)=[O:26])[CH2:21][O:22][CH3:23])[CH2:15][O:16][CH3:17])[CH2:5][C:6]1[CH:11]=[CH:10][CH:9]=[CH:8][CH:7]=1.[C:39]([O:42][CH2:43][CH2:44][CH2:45][C:46](O[C:46](=[O:47])[CH2:45][CH2:44][CH2:43][O:42][C:39](=[O:41])[CH3:40])=[O:47])(=[O:41])[CH3:40]. The catalyst is CN(C1C=CN=CC=1)C.N1C=CC=CC=1.O.ClCCl. The product is [C:39]([O:42][CH2:43][CH2:44][CH2:45][C:46]([O:1][C@@:2]([CH3:38])([C:3](=[O:35])[C@@H:4]([NH:12][C:13](=[O:34])[C@@H:14]([NH:18][C:19](=[O:33])[C@@H:20]([NH:24][C:25]([C:27]1[S:31][C:30]([CH3:32])=[N:29][CH:28]=1)=[O:26])[CH2:21][O:22][CH3:23])[CH2:15][O:16][CH3:17])[CH2:5][C:6]1[CH:7]=[CH:8][CH:9]=[CH:10][CH:11]=1)[CH2:36][I:37])=[O:47])(=[O:41])[CH3:40]. The yield is 0.500. (3) The reactants are [CH2:1]([C:4]1[C:9]([F:10])=[CH:8][CH:7]=[C:6]([Br:11])[C:5]=1[OH:12])[CH:2]=[CH2:3].ClC1C=C(C=CC=1)C(OO)=[O:18].C(=O)([O-])[O-].[K+].[K+].ClC1C2OC(CO)CC=2C(C(F)(F)F)=CC=1. No catalyst specified. The product is [Br:11][C:6]1[C:5]2[O:12][CH:2]([CH2:3][OH:18])[CH2:1][C:4]=2[C:9]([F:10])=[CH:8][CH:7]=1. The yield is 0.700. (4) The reactants are [C:1]([C:5]1[CH:10]=[C:9]([F:11])[C:8]([N+:12]([O-])=O)=[CH:7][C:6]=1[OH:15])([CH3:4])([CH3:3])[CH3:2].C([O-])=O.[NH4+]. The catalyst is CCO.[Pd]. The product is [C:1]([C:5]1[CH:10]=[C:9]([F:11])[C:8]([NH2:12])=[CH:7][C:6]=1[OH:15])([CH3:4])([CH3:2])[CH3:3]. The yield is 0.830. (5) The reactants are [Cl:1][C:2]1[CH:3]=[C:4]([O:9][S:10]([C:13]2[C:22]3[CH2:21][CH2:20][CH:19]([NH:23][C:24](=O)[C:25](F)(F)F)[CH2:18][C:17]=3[C:16]([O:30][CH3:31])=[CH:15][CH:14]=2)(=[O:12])=[O:11])[CH:5]=[CH:6][C:7]=1[Cl:8].[Li+].[OH-].O.Br[CH2:36][CH2:37]CCBr. The catalyst is C(#N)C. The product is [Cl:1][C:2]1[CH:3]=[C:4]([O:9][S:10]([C:13]2[C:22]3[CH2:21][CH2:20][CH:19]([N:23]4[CH2:37][CH2:36][CH2:25][CH2:24]4)[CH2:18][C:17]=3[C:16]([O:30][CH3:31])=[CH:15][CH:14]=2)(=[O:11])=[O:12])[CH:5]=[CH:6][C:7]=1[Cl:8]. The yield is 0.300. (6) The reactants are [CH:1]1([CH:7]([NH:19][C:20]2[CH:25]=[CH:24][C:23]([C:26]([N:28]([CH3:36])[CH2:29][CH2:30][C:31]([O:33][CH2:34][CH3:35])=[O:32])=[O:27])=[CH:22][CH:21]=2)[C:8]2[O:9][C:10]3[CH:17]=[CH:16][C:15]([OH:18])=[CH:14][C:11]=3[C:12]=2[CH3:13])[CH2:6][CH2:5][CH2:4][CH2:3][CH2:2]1.Cl[C:38]1[CH:43]=[CH:42][C:41]([C:44]#[N:45])=[CH:40][N:39]=1.C(=O)([O-])[O-].[K+].[K+].O. The catalyst is CN(C)C=O. The product is [C:44]([C:41]1[CH:42]=[CH:43][C:38]([O:18][C:15]2[CH:16]=[CH:17][C:10]3[O:9][C:8]([CH:7]([NH:19][C:20]4[CH:21]=[CH:22][C:23]([C:26]([N:28]([CH3:36])[CH2:29][CH2:30][C:31]([O:33][CH2:34][CH3:35])=[O:32])=[O:27])=[CH:24][CH:25]=4)[CH:1]4[CH2:6][CH2:5][CH2:4][CH2:3][CH2:2]4)=[C:12]([CH3:13])[C:11]=3[CH:14]=2)=[N:39][CH:40]=1)#[N:45]. The yield is 0.700. (7) The reactants are [OH:1][C@H:2]1[CH2:6][CH2:5][O:4][C:3]1=[O:7].N1C=CN=C1.C1COCC1.[Si:18](Cl)([C:31]([CH3:34])([CH3:33])[CH3:32])([C:25]1[CH:30]=[CH:29][CH:28]=[CH:27][CH:26]=1)[C:19]1[CH:24]=[CH:23][CH:22]=[CH:21][CH:20]=1. The catalyst is CC(OC)(C)C. The product is [Si:18]([O:1][C@H:2]1[CH2:6][CH2:5][O:4][C:3]1=[O:7])([C:31]([CH3:34])([CH3:33])[CH3:32])([C:25]1[CH:26]=[CH:27][CH:28]=[CH:29][CH:30]=1)[C:19]1[CH:24]=[CH:23][CH:22]=[CH:21][CH:20]=1. The yield is 0.950. (8) The reactants are [F:1][C:2]1[CH:3]=[C:4]([CH:27]=[C:28]([CH3:35])[C:29]=1[NH:30][S:31]([CH3:34])(=[O:33])=[O:32])[CH2:5][NH:6][C:7](=[O:26])[CH:8]=[CH:9][C:10]1[C:11]([N:20]2[CH2:25][CH2:24][O:23][CH2:22][CH2:21]2)=[N:12][C:13]([C:16]([F:19])([F:18])[F:17])=[CH:14][CH:15]=1. The catalyst is CO.[Pd]. The product is [F:1][C:2]1[CH:3]=[C:4]([CH:27]=[C:28]([CH3:35])[C:29]=1[NH:30][S:31]([CH3:34])(=[O:32])=[O:33])[CH2:5][NH:6][C:7](=[O:26])[CH2:8][CH2:9][C:10]1[C:11]([N:20]2[CH2:25][CH2:24][O:23][CH2:22][CH2:21]2)=[N:12][C:13]([C:16]([F:17])([F:18])[F:19])=[CH:14][CH:15]=1. The yield is 0.690.